Dataset: Forward reaction prediction with 1.9M reactions from USPTO patents (1976-2016). Task: Predict the product of the given reaction. Given the reactants [CH3:1][CH:2]1[N:11]2[CH:12]=[C:13]([C:16]([OH:18])=[O:17])[C:14](=[O:15])[C:9]3[C:10]2=[C:5]([CH:6]=[C:7](F)[CH:8]=3)[CH2:4][CH2:3]1.[NH2:20][CH2:21][CH2:22][O:23][CH2:24][CH2:25][NH2:26], predict the reaction product. The product is: [CH:16]([OH:18])=[O:17].[NH2:20][CH2:21][CH2:22][O:23][CH2:24][CH2:25][NH:26][C:7]1[CH:8]=[C:9]2[C:10]3=[C:5]([CH2:4][CH2:3][CH:2]([CH3:1])[N:11]3[CH:12]=[C:13]([C:16]([OH:18])=[O:17])[C:14]2=[O:15])[CH:6]=1.